From a dataset of Full USPTO retrosynthesis dataset with 1.9M reactions from patents (1976-2016). Predict the reactants needed to synthesize the given product. Given the product [CH3:11][S:12][CH2:13][CH2:14][O:10][C:7]1[CH:8]=[CH:9][C:4]([N+:1]([O-:3])=[O:2])=[CH:5][CH:6]=1, predict the reactants needed to synthesize it. The reactants are: [N+:1]([C:4]1[CH:9]=[CH:8][C:7]([OH:10])=[CH:6][CH:5]=1)([O-:3])=[O:2].[CH3:11][S:12][CH2:13][CH2:14]O.C1C=CC(P(C2C=CC=CC=2)C2C=CC=CC=2)=CC=1.CC(OC(/N=N/C(OC(C)C)=O)=O)C.